Dataset: Peptide-MHC class I binding affinity with 185,985 pairs from IEDB/IMGT. Task: Regression. Given a peptide amino acid sequence and an MHC pseudo amino acid sequence, predict their binding affinity value. This is MHC class I binding data. (1) The peptide sequence is FLAIKLYGV. The MHC is HLA-A02:01 with pseudo-sequence HLA-A02:01. The binding affinity (normalized) is 1.00. (2) The peptide sequence is KSAQVPLPL. The MHC is HLA-B15:17 with pseudo-sequence HLA-B15:17. The binding affinity (normalized) is 0.876. (3) The MHC is H-2-Db with pseudo-sequence H-2-Db. The binding affinity (normalized) is 0. The peptide sequence is IHYLFRCV. (4) The peptide sequence is SMKYLMLLF. The MHC is HLA-B15:01 with pseudo-sequence HLA-B15:01. The binding affinity (normalized) is 0.875.